From a dataset of Reaction yield outcomes from USPTO patents with 853,638 reactions. Predict the reaction yield, written as a fraction of the theoretical maximum amount of product (1.0 means a 100% yield; for example, 0.34 means a 34% yield). (1) The reactants are CN(C(ON1N=NC2C=CC=NC1=2)=[N+](C)C)C.F[P-](F)(F)(F)(F)F.[CH:25]1([C:31]2[C:32]3[CH:33]=[CH:34][C:35]([C:54](=[O:62])[NH:55][S:56]([CH:59]([CH3:61])[CH3:60])(=[O:58])=[O:57])=[CH:36][C:37]=3[N:38]3[CH2:44][C:43]([C:45](O)=[O:46])=[CH:42][C:41]4[CH:48]=[C:49]([O:52][CH3:53])[CH:50]=[CH:51][C:40]=4[C:39]=23)[CH2:30][CH2:29][CH2:28][CH2:27][CH2:26]1.[CH3:63][N:64]1[CH2:73][CH2:72][C:67]2([NH:71][CH2:70][CH2:69][CH2:68]2)[CH2:66][CH2:65]1. The catalyst is CN(C=O)C.CO. The product is [CH:25]1([C:31]2[C:32]3[CH:33]=[CH:34][C:35]([C:54]([NH:55][S:56]([CH:59]([CH3:61])[CH3:60])(=[O:57])=[O:58])=[O:62])=[CH:36][C:37]=3[N:38]3[CH2:44][C:43]([C:45]([N:71]4[C:67]5([CH2:66][CH2:65][N:64]([CH3:63])[CH2:73][CH2:72]5)[CH2:68][CH2:69][CH2:70]4)=[O:46])=[CH:42][C:41]4[CH:48]=[C:49]([O:52][CH3:53])[CH:50]=[CH:51][C:40]=4[C:39]=23)[CH2:26][CH2:27][CH2:28][CH2:29][CH2:30]1. The yield is 0.460. (2) The reactants are Br[C:2]1[CH:3]=[CH:4][C:5]2[O:9][CH:8]([CH3:10])[CH2:7][C:6]=2[CH:11]=1.[CH3:12][S:13]([O:15][Na])=[O:14].N1CCC[C@H]1C(O)=O.C([O-])([O-])=O.[K+].[K+]. The catalyst is CS(C)=O.[Cu]I. The product is [CH3:10][CH:8]1[CH2:7][C:6]2[CH:11]=[C:2]([S:13]([CH3:12])(=[O:15])=[O:14])[CH:3]=[CH:4][C:5]=2[O:9]1. The yield is 0.500. (3) The reactants are [NH2:1][C:2]1[CH:7]=[C:6]([Cl:8])[N:5]=[C:4]([C:9]([O:11][CH3:12])=[O:10])[C:3]=1[Cl:13].[I:14](O)(=O)(=O)=O.II. The catalyst is CO. The product is [NH2:1][C:2]1[C:7]([I:14])=[C:6]([Cl:8])[N:5]=[C:4]([C:9]([O:11][CH3:12])=[O:10])[C:3]=1[Cl:13]. The yield is 0.790. (4) The reactants are [CH2:1]([O:8][C:9]1[CH:10]=[CH:11][C:12]2[N:13]([N:16]=[CH:17][C:18]=2[C:19]([O:21][CH3:22])=[O:20])[C:14]=1Br)[C:2]1[CH:7]=[CH:6][CH:5]=[CH:4][CH:3]=1.[CH:23]1(B(O)O)[CH2:25][CH2:24]1.F[B-](F)(F)F.C1([PH+](C2CCCCC2)C2CCCCC2)CCCCC1.P(=O)(O)(O)O.[K]. The catalyst is C([O-])(=O)C.[Pd+2].C([O-])(=O)C. The product is [CH2:1]([O:8][C:9]1[CH:10]=[CH:11][C:12]2[N:13]([N:16]=[CH:17][C:18]=2[C:19]([O:21][CH3:22])=[O:20])[C:14]=1[CH:23]1[CH2:25][CH2:24]1)[C:2]1[CH:7]=[CH:6][CH:5]=[CH:4][CH:3]=1. The yield is 0.890. (5) The reactants are C(OC([N:8]1[CH2:13][CH2:12][N:11]([C:14]([C:16]2[CH:17]=[C:18]([C:25]3[CH:30]=[C:29]([Cl:31])[CH:28]=[CH:27][C:26]=3[Cl:32])[C:19]([Cl:24])=[CH:20][C:21]=2[O:22][CH3:23])=[O:15])[CH:10]([CH2:33][OH:34])[CH2:9]1)=O)(C)(C)C.[C:35]([OH:39])(=O)[CH:36]=[CH2:37].F[P-](F)(F)(F)(F)F.N1(O[P+](N(C)C)(N(C)C)N(C)C)C2C=CC=CC=2N=N1.CCN(C(C)C)C(C)C. The catalyst is Cl.CO.CN(C=O)C.O. The product is [OH:34][CH2:33][CH:10]1[N:11]([C:14]([C:16]2[CH:17]=[C:18]([C:25]3[CH:30]=[C:29]([Cl:31])[CH:28]=[CH:27][C:26]=3[Cl:32])[C:19]([Cl:24])=[CH:20][C:21]=2[O:22][CH3:23])=[O:15])[CH2:12][CH2:13][N:8]([C:35](=[O:39])[CH:36]=[CH2:37])[CH2:9]1. The yield is 0.240. (6) The reactants are F[C:2](F)(F)[C:3](O)=[O:4].FC(F)(F)C(O)=O.[NH2:15][CH2:16][C:17]1[C:22]([CH:23]2[N:28]3[C:29](=[O:42])[NH:30][C:31]4=[CH:32][CH:33]=[C:34]([C:35]5[C:36]([CH3:41])=[N:37][O:38][C:39]=5[CH3:40])[C:26](=[C:27]34)[O:25][CH2:24]2)=[CH:21][CH:20]=[CH:19][N:18]=1.C(N(CC)C(C)C)(C)C.C(Cl)(=O)C. The catalyst is C(Cl)Cl. The product is [CH3:41][C:36]1[C:35]([C:34]2[C:26]3[O:25][CH2:24][CH:23]([C:22]4[C:17]([CH2:16][NH:15][C:3](=[O:4])[CH3:2])=[N:18][CH:19]=[CH:20][CH:21]=4)[N:28]4[C:29](=[O:42])[NH:30][C:31]([C:27]=34)=[CH:32][CH:33]=2)=[C:39]([CH3:40])[O:38][N:37]=1. The yield is 0.740. (7) The reactants are C([O:4][CH2:5][C@@H:6]1[C@@H:11]([O:12]C(=O)C)[C@H:10]([O:16]C(=O)C)[C@H:9]([O:20]C(=O)C)[C@@H:8]([C:24]#[C:25][C:26]2[CH:31]=[CH:30][C:29]3[C:32]4[C:37]([C:38]5([CH2:43][CH2:42][N:41]([C:44](=[O:46])[CH3:45])[CH2:40][CH2:39]5)[C:28]=3[CH:27]=2)=[CH:36][C:35]([C:47]#[C:48][C@@H:49]2[C@@H:54]([O:55]C(=O)C)[C@@H:53]([O:59]C(=O)C)[C@H:52]([O:63]C(=O)C)[C@@H:51]([CH2:67][O:68]C(=O)C)[O:50]2)=[CH:34][CH:33]=4)[O:7]1)(=O)C.CO[Na].CC(O)=O. The catalyst is CO. The product is [OH:55][C@H:54]1[C@@H:53]([OH:59])[C@H:52]([OH:63])[C@@H:51]([CH2:67][OH:68])[O:50][C@@H:49]1[C:48]#[C:47][C:35]1[CH:34]=[CH:33][C:32]2[C:29]3[C:28]([C:38]4([CH2:43][CH2:42][N:41]([C:44](=[O:46])[CH3:45])[CH2:40][CH2:39]4)[C:37]=2[CH:36]=1)=[CH:27][C:26]([C:25]#[C:24][C@@H:8]1[C@@H:9]([OH:20])[C@@H:10]([OH:16])[C@H:11]([OH:12])[C@@H:6]([CH2:5][OH:4])[O:7]1)=[CH:31][CH:30]=3. The yield is 0.650. (8) The reactants are [Cl:1][C:2]1[C:10]2[N:9]=[C:8]3[N:11]([C:15]4[C:20]([CH3:21])=[CH:19][C:18]([Cl:22])=[CH:17][C:16]=4[Cl:23])[CH2:12][CH2:13][CH2:14][N:7]3[C:6]=2[C:5]([CH2:24][OH:25])=[CH:4][CH:3]=1.C(N(CC)CC)C. The catalyst is CS(C)=O.C(=O)([O-])O.[Na+]. The product is [Cl:1][C:2]1[CH:3]=[CH:4][C:5]([CH:24]=[O:25])=[C:6]2[C:10]=1[N:9]=[C:8]1[N:11]([C:15]3[C:20]([CH3:21])=[CH:19][C:18]([Cl:22])=[CH:17][C:16]=3[Cl:23])[CH2:12][CH2:13][CH2:14][N:7]21. The yield is 0.300. (9) The reactants are [Br:1][C:2]1[CH:3]=[C:4]([C:7]([OH:9])=O)[NH:5][CH:6]=1.[C:10]([O:14][C:15]([N:17]1[CH2:22][CH2:21][NH:20][CH2:19][CH2:18]1)=[O:16])([CH3:13])([CH3:12])[CH3:11].F[P-](F)(F)(F)(F)F.N1(O[P+](N(C)C)(N(C)C)N(C)C)C2C=CC=CC=2N=N1.CCN(C(C)C)C(C)C. The yield is 0.610. The product is [Br:1][C:2]1[CH:3]=[C:4]([C:7]([N:20]2[CH2:19][CH2:18][N:17]([C:15]([O:14][C:10]([CH3:13])([CH3:12])[CH3:11])=[O:16])[CH2:22][CH2:21]2)=[O:9])[NH:5][CH:6]=1. The catalyst is CN(C=O)C.O.